Dataset: Catalyst prediction with 721,799 reactions and 888 catalyst types from USPTO. Task: Predict which catalyst facilitates the given reaction. (1) Reactant: [NH2:1][CH:2]1[C:11]2[C:6]3=[C:7]([C:12]4[N:13]([C:16]5[CH:17]=[C:18]([C:29]([O:31]C)=[O:30])[CH:19]=[CH:20][C:21]=5[C:22]=4[CH:23]4[CH2:28][CH2:27][CH2:26][CH2:25][CH2:24]4)[CH2:14][CH2:15][N:5]3[CH2:4][CH2:3]1)[CH:8]=[CH:9][CH:10]=2.CO.O.O[Li].O. Product: [NH2:1][CH:2]1[C:11]2[C:6]3=[C:7]([C:12]4[N:13]([C:16]5[CH:17]=[C:18]([C:29]([OH:31])=[O:30])[CH:19]=[CH:20][C:21]=5[C:22]=4[CH:23]4[CH2:28][CH2:27][CH2:26][CH2:25][CH2:24]4)[CH2:14][CH2:15][N:5]3[CH2:4][CH2:3]1)[CH:8]=[CH:9][CH:10]=2. The catalyst class is: 1. (2) Reactant: [CH2:1]([N:5]1[C:14](=O)[C:13]([C:16]#[N:17])=[C:12]2[C:7]([CH:8](O)[CH2:9][CH2:10][CH2:11]2)=[CH:6]1)[CH2:2][CH2:3][CH3:4].COC1C=CC(P2(SP(C3C=CC(OC)=CC=3)(=S)S2)=[S:28])=CC=1.CO. Product: [CH2:1]([N:5]1[C:14](=[S:28])[C:13]([C:16]#[N:17])=[C:12]2[C:7]([CH2:8][CH2:9][CH2:10][CH2:11]2)=[CH:6]1)[CH2:2][CH2:3][CH3:4]. The catalyst class is: 11.